This data is from HIV replication inhibition screening data with 41,000+ compounds from the AIDS Antiviral Screen. The task is: Binary Classification. Given a drug SMILES string, predict its activity (active/inactive) in a high-throughput screening assay against a specified biological target. (1) The compound is CCOC(=O)CCC(NC(=O)c1ccc(NCc2ccc3nc(-c4ccccc4)c(Cl)nc3c2)cc1)C(=O)OCC. The result is 0 (inactive). (2) The compound is CCOC(OC1=C(C#N)CCC1)C(CC)[Se]c1ccccc1. The result is 0 (inactive). (3) The molecule is CC1(C)Nc2cccc3c(N=Nc4ccc(N=Nc5ccccc5)c5ccccc45)ccc(c23)N1. The result is 0 (inactive). (4) The compound is CC(C)(C)SSCC(N)C(=O)O. The result is 0 (inactive). (5) The drug is COc1c2occc2c(CN)c2ccc(=O)oc12. The result is 0 (inactive). (6) The molecule is Cn1cnc([N+](=O)[O-])c1Sc1nccc(O)n1. The result is 0 (inactive). (7) The molecule is c1ccc(-c2nnc(-c3nn(-c4ccccc4)c4nc5ccccc5nc34)o2)cc1. The result is 0 (inactive).